From a dataset of Forward reaction prediction with 1.9M reactions from USPTO patents (1976-2016). Predict the product of the given reaction. Given the reactants [C:1]([O:5][C:6]([N:8]([C:44]1[CH:49]=[CH:48][C:47]([O:50][CH2:51][CH3:52])=[CH:46][CH:45]=1)[C:9]1[N:14]2[N:15]=[CH:16][CH:17]=[C:13]2[N:12]=[C:11]([NH:18][C@H:19]2[CH2:24][CH2:23][CH2:22][N:21]([C:25]([O:27][C:28]([CH3:31])([CH3:30])[CH3:29])=[O:26])[CH2:20]2)[C:10]=1[CH2:32][CH:33](O)[CH2:34][O:35][Si:36]([C:39]([CH3:42])([CH3:41])[CH3:40])([CH3:38])[CH3:37])=[O:7])([CH3:4])([CH3:3])[CH3:2].CC(OI1(OC(C)=O)(OC(C)=O)OC(=O)C2C=CC=CC1=2)=O, predict the reaction product. The product is: [C:1]([O:5][C:6]([N:8]([C:44]1[CH:49]=[CH:48][C:47]([O:50][CH2:51][CH3:52])=[CH:46][CH:45]=1)[C:9]1[N:14]2[C:13](=[CH:17][CH:16]=[N:15]2)[N:12]=[C:11]2[C:10]=1[CH:32]=[C:33]([CH2:34][O:35][Si:36]([C:39]([CH3:40])([CH3:41])[CH3:42])([CH3:37])[CH3:38])[N:18]2[C@H:19]1[CH2:24][CH2:23][CH2:22][N:21]([C:25]([O:27][C:28]([CH3:29])([CH3:30])[CH3:31])=[O:26])[CH2:20]1)=[O:7])([CH3:3])([CH3:4])[CH3:2].